Dataset: Reaction yield outcomes from USPTO patents with 853,638 reactions. Task: Predict the reaction yield, written as a fraction of the theoretical maximum amount of product (1.0 means a 100% yield; for example, 0.34 means a 34% yield). (1) The reactants are Br[C:2]1[CH:9]=[CH:8][C:5]([C:6]#[N:7])=[C:4]([F:10])[CH:3]=1.C([Sn](CCCC)(CCCC)[C:16]([O:18]CC)=[CH2:17])CCC. The catalyst is C1(C)C=CC=CC=1.Cl[Pd](Cl)([P](C1C=CC=CC=1)(C1C=CC=CC=1)C1C=CC=CC=1)[P](C1C=CC=CC=1)(C1C=CC=CC=1)C1C=CC=CC=1. The product is [C:16]([C:2]1[CH:9]=[CH:8][C:5]([C:6]#[N:7])=[C:4]([F:10])[CH:3]=1)(=[O:18])[CH3:17]. The yield is 0.110. (2) The reactants are FC(F)(F)S(O[C:7]1[CH:12]=[CH:11][C:10]([C:13](=[O:15])[CH3:14])=[C:9]([CH3:16])[CH:8]=1)(=O)=O.[N+:19]([C:22]1[CH:27]=[CH:26][C:25](B(O)O)=[CH:24][CH:23]=1)([O-:21])=[O:20].C(=O)([O-])[O-].[Na+].[Na+].O1CCOCC1. The catalyst is C1(C)C=CC=CC=1. The product is [CH3:16][C:9]1[CH:8]=[C:7]([C:25]2[CH:26]=[CH:27][C:22]([N+:19]([O-:21])=[O:20])=[CH:23][CH:24]=2)[CH:12]=[CH:11][C:10]=1[C:13](=[O:15])[CH3:14]. The yield is 0.990. (3) The reactants are [Cl:1][C:2]([Cl:7])([Cl:6])[C:3](Cl)=[O:4].[NH2:8][C:9]1[CH:14]=[CH:13][C:12]([Br:15])=[CH:11][C:10]=1[C:16]([C:18]1[CH:23]=[CH:22][CH:21]=[C:20]([Cl:24])[CH:19]=1)=[O:17].C(N(CC)CC)C. The catalyst is ClCCl. The product is [Br:15][C:12]1[CH:13]=[CH:14][C:9]([NH:8][C:3](=[O:4])[C:2]([Cl:7])([Cl:6])[Cl:1])=[C:10]([C:16](=[O:17])[C:18]2[CH:23]=[CH:22][CH:21]=[C:20]([Cl:24])[CH:19]=2)[CH:11]=1. The yield is 0.950. (4) The reactants are [C:1]([O:5][C:6]([N:8]1[CH2:12][CH2:11][CH2:10][C@@H:9]1[CH2:13][O:14][C:15]1[CH:20]=[CH:19][C:18]([OH:21])=[CH:17][CH:16]=1)=[O:7])([CH3:4])([CH3:3])[CH3:2].Cl[C:23]1[S:24][C:25]2[CH:31]=[CH:30][CH:29]=[CH:28][C:26]=2[N:27]=1. No catalyst specified. The product is [C:1]([O:5][C:6]([N:8]1[CH2:12][CH2:11][CH2:10][C@@H:9]1[CH2:13][O:14][C:15]1[CH:20]=[CH:19][C:18]([O:21][C:23]2[S:24][C:25]3[CH:31]=[CH:30][CH:29]=[CH:28][C:26]=3[N:27]=2)=[CH:17][CH:16]=1)=[O:7])([CH3:4])([CH3:2])[CH3:3]. The yield is 0.750.